This data is from Reaction yield outcomes from USPTO patents with 853,638 reactions. The task is: Predict the reaction yield, written as a fraction of the theoretical maximum amount of product (1.0 means a 100% yield; for example, 0.34 means a 34% yield). (1) The reactants are Cl[CH2:2][C:3]([C:5]1[CH:6]=[N:7][C:8]([N:11]2[C:15]([CH3:16])=[CH:14][CH:13]=[C:12]2[CH3:17])=[CH:9][CH:10]=1)=[O:4].[BH4-].[Na+].[OH-].[Na+]. The catalyst is C1COCC1. The product is [CH3:17][C:12]1[N:11]([C:8]2[CH:9]=[CH:10][C:5]([CH:3]3[CH2:2][O:4]3)=[CH:6][N:7]=2)[C:15]([CH3:16])=[CH:14][CH:13]=1. The yield is 0.780. (2) The reactants are [NH2:1][CH2:2][CH2:3][O:4][C@@H:5]([C:19]1[CH:24]=[CH:23][CH:22]=[C:21]([Cl:25])[C:20]=1[F:26])[C@@H:6]1[CH2:11][CH2:10][CH2:9][N:8]([C:12]([O:14][C:15]([CH3:18])([CH3:17])[CH3:16])=[O:13])[CH2:7]1.[C:27](Cl)(=[O:29])[CH3:28]. The catalyst is CCN(CC)CC. The product is [C:27]([NH:1][CH2:2][CH2:3][O:4][C@@H:5]([C:19]1[CH:24]=[CH:23][CH:22]=[C:21]([Cl:25])[C:20]=1[F:26])[C@@H:6]1[CH2:11][CH2:10][CH2:9][N:8]([C:12]([O:14][C:15]([CH3:18])([CH3:17])[CH3:16])=[O:13])[CH2:7]1)(=[O:29])[CH3:28]. The yield is 0.540. (3) The reactants are C(NC1C=CC(C2C=C3C(CN([C@@H](C(C)C)C(O)=O)C3=O)=CC=2)=CC=1)(=O)C1C=CC=CC=1.[Cl:33][C:34]1[CH:66]=[C:65]([Cl:67])[CH:64]=[CH:63][C:35]=1[C:36]([NH:38][C:39]1[CH:44]=[CH:43][C:42]([C:45]2[CH:53]=[C:52]3[C:48]([CH2:49][N:50]([C@@H:55]([CH:60]([CH3:62])[CH3:61])[C:56]([O:58]C)=[O:57])[C:51]3=[O:54])=[CH:47][CH:46]=2)=[CH:41][CH:40]=1)=[O:37]. No catalyst specified. The product is [Cl:33][C:34]1[CH:66]=[C:65]([Cl:67])[CH:64]=[CH:63][C:35]=1[C:36]([NH:38][C:39]1[CH:44]=[CH:43][C:42]([C:45]2[CH:53]=[C:52]3[C:48]([CH2:49][N:50]([C@@H:55]([CH:60]([CH3:62])[CH3:61])[C:56]([OH:58])=[O:57])[C:51]3=[O:54])=[CH:47][CH:46]=2)=[CH:41][CH:40]=1)=[O:37]. The yield is 0.700. (4) The reactants are [Br:1][C:2]1[CH:11]=[C:10]2[C:5]([CH:6]=[N:7][C:8](O)=[N:9]2)=[CH:4][CH:3]=1.P(Cl)(Cl)([Cl:15])=O. No catalyst specified. The product is [Br:1][C:2]1[CH:11]=[C:10]2[C:5]([CH:6]=[N:7][C:8]([Cl:15])=[N:9]2)=[CH:4][CH:3]=1. The yield is 0.650. (5) The reactants are [Cl:1][C:2]1[C:7]2=[N:8][CH:9]=[C:10]([O:12][CH2:13][C:14]3[N:15]=[CH:16]OC=3)[N:11]=[C:6]2[CH:5]=[CH:4][N:3]=1.ClC1N=C2C=CN=C(Cl)C2=NC=1.CC1[O:36][C:35]([CH2:37]O)=NC=1. No catalyst specified. The product is [Cl:1][C:2]1[C:7]2=[N:8][CH:9]=[C:10]([O:12][CH2:13][C:14]3[O:36][C:35]([CH3:37])=[CH:16][N:15]=3)[N:11]=[C:6]2[CH:5]=[CH:4][N:3]=1. The yield is 0.800. (6) The reactants are [CH:1]([O:14][C:15]1[C:16]2[C:35](=[O:36])[N:34]([CH2:37][C:38]3[CH:43]=[CH:42][C:41]([F:44])=[CH:40][CH:39]=3)[CH2:33][C:17]=2[C:18](OS(C(F)(F)F)(=O)=O)=[C:19]2[C:24]=1[N:23]=[CH:22][CH:21]=[CH:20]2)([C:8]1[CH:13]=[CH:12][CH:11]=[CH:10][CH:9]=1)[C:2]1[CH:7]=[CH:6][CH:5]=[CH:4][CH:3]=1.[C:45]1(P(C2C=CC=CC=2)CCCP(C2C=CC=CC=2)C2C=CC=CC=2)C=CC=CC=1.CI.[C:76]([O-:79])([O-])=[O:77].[Cs+].[Cs+]. The catalyst is CN(C=O)C.O.CCOC(C)=O.CC([O-])=O.CC([O-])=O.[Pd+2]. The product is [CH3:45][O:79][C:76]([C:18]1[C:19]2[CH:20]=[CH:21][CH:22]=[N:23][C:24]=2[C:15]([O:14][CH:1]([C:8]2[CH:13]=[CH:12][CH:11]=[CH:10][CH:9]=2)[C:2]2[CH:3]=[CH:4][CH:5]=[CH:6][CH:7]=2)=[C:16]2[C:35](=[O:36])[N:34]([CH2:37][C:38]3[CH:39]=[CH:40][C:41]([F:44])=[CH:42][CH:43]=3)[CH2:33][C:17]=12)=[O:77]. The yield is 0.700. (7) The reactants are [F:1][C:2]1[CH:3]=[C:4]([N:14]2[CH2:18][C@H:17]([CH2:19][NH:20][C:21](=[O:33])[CH2:22][CH2:23][C:24]([C:26]3[CH:31]=[CH:30][C:29]([Cl:32])=[CH:28][CH:27]=3)=[O:25])[O:16][C:15]2=[O:34])[CH:5]=[CH:6][C:7]=1[N:8]1[CH2:13][CH2:12][O:11][CH2:10][CH2:9]1.C1C=C(Cl)C=C(C(OO)=[O:43])C=1. The catalyst is ClCCl. The product is [F:1][C:2]1[CH:3]=[C:4]([N:14]2[CH2:18][C@@H:17]([CH2:19][NH+:20]([O-:43])[C:21](=[O:33])[CH2:22][CH2:23][C:24]([C:26]3[CH:27]=[CH:28][C:29]([Cl:32])=[CH:30][CH:31]=3)=[O:25])[O:16][C:15]2=[O:34])[CH:5]=[CH:6][C:7]=1[N:8]1[CH2:9][CH2:10][O:11][CH2:12][CH2:13]1. The yield is 0.800. (8) The reactants are [Cl:1][C:2]1[CH:3]=[C:4]([C:8]2[C:12]([C:13](O)=[O:14])=[C:11]([CH3:16])[O:10][N:9]=2)[CH:5]=[CH:6][CH:7]=1.C(N(CC)CC)C.C(OC(Cl)=O)C.[BH4-].[Na+]. The catalyst is C1COCC1.O.[OH-].[Na+]. The product is [Cl:1][C:2]1[CH:3]=[C:4]([C:8]2[C:12]([CH2:13][OH:14])=[C:11]([CH3:16])[O:10][N:9]=2)[CH:5]=[CH:6][CH:7]=1. The yield is 0.780. (9) The reactants are [C:1]([O:8][CH3:9])(=[O:7])/[CH:2]=[CH:3]/[C:4]([OH:6])=[O:5].Cl[CH2:11][C:12]([N:14]([CH2:17][CH3:18])[CH2:15][CH3:16])=[O:13]. The catalyst is CN1C(=O)CCC1. The product is [C:4]([O:6][CH2:11][C:12](=[O:13])[N:14]([CH2:17][CH3:18])[CH2:15][CH3:16])(=[O:5])/[CH:3]=[CH:2]/[C:1]([O:8][CH3:9])=[O:7]. The yield is 0.510. (10) The reactants are [C:1]1(=[O:9])[CH2:8][CH2:7][CH2:6][CH2:5][CH2:4][CH2:3][CH2:2]1.[Li+].CC([N-]C(C)C)C.Br[CH2:19][C:20]1[CH:29]=[CH:28][C:23]([C:24]([O:26][CH3:27])=[O:25])=[CH:22][CH:21]=1. The catalyst is C1COCC1. The product is [CH3:27][O:26][C:24](=[O:25])[C:23]1[CH:28]=[CH:29][C:20]([CH2:19][CH:2]2[CH2:3][CH2:4][CH2:5][CH2:6][CH2:7][CH2:8][C:1]2=[O:9])=[CH:21][CH:22]=1. The yield is 0.800.